Dataset: Full USPTO retrosynthesis dataset with 1.9M reactions from patents (1976-2016). Task: Predict the reactants needed to synthesize the given product. (1) Given the product [C:1]([O:5][C:6]([N:8]1[CH2:13][CH:12]=[C:11]([C:14]2[NH:33][C:17]3=[N:18][CH:19]=[C:20]([C:35]#[N:37])[C:21]([NH:22][C:23]4[CH:31]=[CH:30][C:26]5[N:27]=[CH:28][S:29][C:25]=5[CH:24]=4)=[C:16]3[CH:15]=2)[CH2:10][CH2:9]1)=[O:7])([CH3:4])([CH3:3])[CH3:2], predict the reactants needed to synthesize it. The reactants are: [C:1]([O:5][C:6]([N:8]1[CH2:13][CH:12]=[C:11]([C:14]2[NH:33][C:17]3=[N:18][CH:19]=[C:20](Br)[C:21]([NH:22][C:23]4[CH:31]=[CH:30][C:26]5[N:27]=[CH:28][S:29][C:25]=5[CH:24]=4)=[C:16]3[CH:15]=2)[CH2:10][CH2:9]1)=[O:7])([CH3:4])([CH3:3])[CH3:2].O.[C:35](#[N:37])C. (2) Given the product [F:21][C:22]1[CH:23]=[CH:24][C:25]2=[C:26]([CH:46]=1)[O:27][CH2:28][C:29]1[CH:45]=[CH:44][CH:43]=[CH:42][C:30]=1/[C:31]/2=[CH:32]\[C:2]1[CH:7]=[CH:6][C:5]([NH:8][C@H:9]2[CH2:17][N:16]3[C@@H:11]([CH2:12][O:13][CH2:14][CH2:15]3)[CH2:10]2)=[C:4]([N+:18]([O-:20])=[O:19])[CH:3]=1, predict the reactants needed to synthesize it. The reactants are: Br[C:2]1[CH:7]=[CH:6][C:5]([NH:8][C@H:9]2[CH2:17][N:16]3[C@@H:11]([CH2:12][O:13][CH2:14][CH2:15]3)[CH2:10]2)=[C:4]([N+:18]([O-:20])=[O:19])[CH:3]=1.[F:21][C:22]1[CH:23]=[CH:24][C:25]2=[C:26]([CH:46]=1)[O:27][CH2:28][C:29]1[CH:45]=[CH:44][CH:43]=[CH:42][C:30]=1/[C:31]/2=[CH:32]\B1OC(C)(C)C(C)(C)O1.C1(P(C2C=CC=CC=2)C2C=CC=CC=2)C=CC=CC=1.C[O-].[Na+]. (3) The reactants are: [F:1][C:2]1[CH:3]=[C:4]([S:8][C:9]2[CH:14]=[CH:13][C:12]3[C:15]4[CH2:26][CH2:25][NH:24][C:18]5([CH2:23][CH2:22][CH2:21][O:20][CH2:19]5)C=4O[C:11]=3[CH:10]=2)[CH:5]=[CH:6][CH:7]=1.[CH3:27][OH:28].[OH:29]OS([O-])=O.[K+].[OH2:35].Cl.C(O)C.Cl. Given the product [F:1][C:2]1[CH:3]=[C:4]([S:8]([C:9]2[CH:14]=[CH:13][C:12]3[C:15]4[CH2:26][CH2:25][NH:24][C:18]5([CH2:23][CH2:22][CH2:21][O:20][CH2:19]5)[C:27]=4[O:28][C:11]=3[CH:10]=2)(=[O:29])=[O:35])[CH:5]=[CH:6][CH:7]=1, predict the reactants needed to synthesize it. (4) Given the product [O:35]=[C:26]1[N:25]([CH:22]2[CH2:21][CH2:20][N:19]([C:17]([NH:16][C@H:4]([CH2:5][C:6]3[CH:7]=[C:8]4[C:12](=[C:13]([CH3:15])[CH:14]=3)[NH:11][N:10]=[CH:9]4)[C:3]([OH:36])=[O:2])=[O:18])[CH2:24][CH2:23]2)[CH2:34][C:33]2[C:28](=[CH:29][CH:30]=[CH:31][CH:32]=2)[NH:27]1, predict the reactants needed to synthesize it. The reactants are: C[O:2][C:3](=[O:36])[C@H:4]([NH:16][C:17]([N:19]1[CH2:24][CH2:23][CH:22]([N:25]2[CH2:34][C:33]3[C:28](=[CH:29][CH:30]=[CH:31][CH:32]=3)[NH:27][C:26]2=[O:35])[CH2:21][CH2:20]1)=[O:18])[CH2:5][C:6]1[CH:7]=[C:8]2[C:12](=[C:13]([CH3:15])[CH:14]=1)[NH:11][N:10]=[CH:9]2.[OH-].[Li+]. (5) Given the product [C:23]1([C:13]([C:7]2[CH:8]=[CH:9][CH:10]=[CH:11][CH:12]=2)([C:17]2[CH:18]=[CH:19][CH:20]=[CH:21][CH:22]=2)[CH2:14][OH:15])[CH:24]=[CH:25][CH:26]=[CH:27][CH:28]=1, predict the reactants needed to synthesize it. The reactants are: [H-].[H-].[H-].[H-].[Li+].[Al+3].[C:7]1([C:13]([C:23]2[CH:28]=[CH:27][CH:26]=[CH:25][CH:24]=2)([C:17]2[CH:22]=[CH:21][CH:20]=[CH:19][CH:18]=2)[C:14](O)=[O:15])[CH:12]=[CH:11][CH:10]=[CH:9][CH:8]=1. (6) Given the product [I:36][C:33]1[CH:32]=[CH:31][C:30]([C:28]([N:27]([CH3:37])[C:21]([CH3:26])([C:18]([NH:17][O:16][CH:11]2[CH2:12][CH2:13][CH2:14][CH2:15][O:10]2)=[O:19])[C:22]([NH:24][CH3:25])=[O:23])=[O:29])=[CH:35][CH:34]=1, predict the reactants needed to synthesize it. The reactants are: CCN(C(C)C)C(C)C.[O:10]1[CH2:15][CH2:14][CH2:13][CH2:12][CH:11]1[O:16][NH2:17].[C:18]([C:21]([N:27]([CH3:37])[C:28]([C:30]1[CH:35]=[CH:34][C:33]([I:36])=[CH:32][CH:31]=1)=[O:29])([CH3:26])[C:22]([NH:24][CH3:25])=[O:23])(O)=[O:19].CN(C(ON1N=NC2C=CC=NC1=2)=[N+](C)C)C.F[P-](F)(F)(F)(F)F. (7) Given the product [CH3:27][C:28]1([CH3:44])[C:32]([CH3:34])([CH3:33])[O:31][B:30]([C:2]2[CH:10]=[C:9]3[C:5]([CH:6]=[CH:7][N:8]3[CH2:11][C:12]3[CH:17]=[CH:16][C:15]([C:18]([F:21])([F:20])[F:19])=[CH:14][CH:13]=3)=[CH:4][CH:3]=2)[O:29]1, predict the reactants needed to synthesize it. The reactants are: Cl[C:2]1[CH:10]=[C:9]2[C:5]([CH:6]=[CH:7][N:8]2[CH2:11][C:12]2[CH:17]=[CH:16][C:15]([C:18]([F:21])([F:20])[F:19])=[CH:14][CH:13]=2)=[CH:4][CH:3]=1.CC([O-])=O.[K+].[CH3:27][C:28]1([CH3:44])[C:32]([CH3:34])([CH3:33])[O:31][B:30]([B:30]2[O:31][C:32]([CH3:34])([CH3:33])[C:28]([CH3:44])([CH3:27])[O:29]2)[O:29]1.